From a dataset of Full USPTO retrosynthesis dataset with 1.9M reactions from patents (1976-2016). Predict the reactants needed to synthesize the given product. (1) Given the product [Br:1][C:2]1[N:3]=[CH:4][C:5]2[NH:21][C:9]([C:11]3[N:12]([CH3:20])[N:13]=[C:14]([C:16]([CH3:19])([CH3:18])[CH3:17])[CH:15]=3)=[N:8][C:6]=2[CH:7]=1, predict the reactants needed to synthesize it. The reactants are: [Br:1][C:2]1[CH:7]=[C:6]([NH:8][C:9]([C:11]2[N:12]([CH3:20])[N:13]=[C:14]([C:16]([CH3:19])([CH3:18])[CH3:17])[CH:15]=2)=O)[C:5]([N+:21]([O-])=O)=[CH:4][N:3]=1.CCOC(C)=O.C([O-])(O)=O.[Na+]. (2) Given the product [Cl:18][C:15]1[CH:16]=[CH:17][C:12]([C:8]2[C:9]([CH3:11])=[CH:10][NH:6][C:7]=2[C:19]([O:21][CH2:22][CH3:23])=[O:20])=[CH:13][CH:14]=1, predict the reactants needed to synthesize it. The reactants are: ClC1C=C(C=CC=1)C[N:6]1[CH:10]=[C:9]([CH3:11])[C:8]([C:12]2[CH:17]=[CH:16][C:15]([Cl:18])=[CH:14][CH:13]=2)=[C:7]1[C:19]([O:21][CH2:22][CH3:23])=[O:20].[H-].[Na+].ClC1C=C(C=CC=1)CBr. (3) Given the product [Cl:1][C:2]1[N:7]=[C:6]([N:12]2[CH2:17][CH2:16][CH2:15][CH2:14][CH2:13]2)[CH:5]=[C:4]([CH2:9][CH2:10][CH3:11])[N:3]=1, predict the reactants needed to synthesize it. The reactants are: [Cl:1][C:2]1[N:7]=[C:6](Cl)[CH:5]=[C:4]([CH2:9][CH2:10][CH3:11])[N:3]=1.[NH:12]1[CH2:17][CH2:16][CH2:15][CH2:14][CH2:13]1. (4) Given the product [Br:1][C:2]1[CH:3]=[C:4]([C:15]2[CH:16]([C:33]3[CH:38]=[CH:37][C:36]([O:49][CH2:48][C@@H:47]([N:44]4[CH2:45][CH2:46][C@@H:42]([CH2:41][F:40])[CH2:43]4)[CH3:50])=[CH:35][CH:34]=3)[O:17][C:18]3[C:23]([C:24]=2[CH3:25])=[CH:22][C:21]([O:26][CH:27]2[CH2:32][CH2:31][CH2:30][CH2:29][O:28]2)=[CH:20][CH:19]=3)[CH:5]=[C:6]([O:8][CH:9]2[CH2:14][CH2:13][CH2:12][CH2:11][O:10]2)[CH:7]=1, predict the reactants needed to synthesize it. The reactants are: [Br:1][C:2]1[CH:3]=[C:4]([C:15]2[CH:16]([C:33]3[CH:38]=[CH:37][C:36](I)=[CH:35][CH:34]=3)[O:17][C:18]3[C:23]([C:24]=2[CH3:25])=[CH:22][C:21]([O:26][CH:27]2[CH2:32][CH2:31][CH2:30][CH2:29][O:28]2)=[CH:20][CH:19]=3)[CH:5]=[C:6]([O:8][CH:9]2[CH2:14][CH2:13][CH2:12][CH2:11][O:10]2)[CH:7]=1.[F:40][CH2:41][C@@H:42]1[CH2:46][CH2:45][N:44]([C@@H:47]([CH3:50])[CH2:48][OH:49])[CH2:43]1. (5) Given the product [F:61][C:62]([F:67])([F:66])[C:63]([OH:65])=[O:64].[NH2:8][C:9]1[CH:14]=[C:13]([CH2:15][C@H:16]2[C:19](=[O:20])[N:18]([C:21](=[O:34])[NH:22][C@@H:23]([CH:28]3[CH2:29][CH2:30][CH2:31][CH2:32][CH2:33]3)[C:24]([F:27])([F:25])[F:26])[C@@H:17]2[C:35]([OH:37])=[O:36])[CH:12]=[CH:11][N:10]=1, predict the reactants needed to synthesize it. The reactants are: C(OC([N:8](CC1C=CC(OC)=CC=1)[C:9]1[CH:14]=[C:13]([CH2:15][C@H:16]2[C:19](=[O:20])[N:18]([C:21](=[O:34])[NH:22][C@@H:23]([CH:28]3[CH2:33][CH2:32][CH2:31][CH2:30][CH2:29]3)[C:24]([F:27])([F:26])[F:25])[C@@H:17]2[C:35]([O:37]CC2C=CC=CC=2)=[O:36])[CH:12]=[CH:11][N:10]=1)=O)(C)(C)C.C([SiH](CC)CC)C.[F:61][C:62]([F:67])([F:66])[C:63]([OH:65])=[O:64]. (6) Given the product [NH2:34][CH2:28][C:29]1[CH:30]=[CH:31][C:24]([CH:9]2[N:8]([C:5]3[CH:6]=[CH:7][C:2]([F:1])=[CH:3][CH:4]=3)[C:11](=[O:12])[CH:10]2[CH2:13][CH2:14][CH:15]([C:17]2[CH:22]=[CH:21][C:20]([F:23])=[CH:19][CH:18]=2)[OH:16])=[CH:25][CH:26]=1, predict the reactants needed to synthesize it. The reactants are: [F:1][C:2]1[CH:7]=[CH:6][C:5]([N:8]2[C:11](=[O:12])[CH:10]([CH2:13][CH2:14][CH:15]([C:17]3[CH:22]=[CH:21][C:20]([F:23])=[CH:19][CH:18]=3)[OH:16])[CH:9]2[C:24]2[CH:31]=[CH:30][CH:29]=[CH:28][C:25]=2[C:26]#N)=[CH:4][CH:3]=1.[H][H].[NH3:34]. (7) Given the product [F:1][C:2]1[CH:7]=[C:6]([NH:8][CH2:9][C:10]2[CH:15]=[CH:14][C:13]([CH2:16][N:17]3[C:21]([CH2:22][CH2:23][C:24]4[CH:29]=[CH:28][CH:27]=[CH:26][CH:25]=4)=[CH:20][C:19]([C:30]4[CH:31]=[CH:32][C:33]([C:36]([F:38])([F:37])[F:39])=[CH:34][CH:35]=4)=[N:18]3)=[CH:12][CH:11]=2)[CH:5]=[CH:4][C:3]=1[CH2:40][CH2:41][C:42]([OH:44])=[O:43], predict the reactants needed to synthesize it. The reactants are: [F:1][C:2]1[CH:7]=[C:6]([NH:8][CH2:9][C:10]2[CH:15]=[CH:14][C:13]([CH2:16][N:17]3[C:21]([CH2:22][CH2:23][C:24]4[CH:29]=[CH:28][CH:27]=[CH:26][CH:25]=4)=[CH:20][C:19]([C:30]4[CH:35]=[CH:34][C:33]([C:36]([F:39])([F:38])[F:37])=[CH:32][CH:31]=4)=[N:18]3)=[CH:12][CH:11]=2)[CH:5]=[CH:4][C:3]=1[CH2:40][CH2:41][C:42]([O:44]CC)=[O:43].[OH-].[Na+].O.C(O)(=O)CC(CC(O)=O)(C(O)=O)O. (8) Given the product [CH:1]1([S:4]([N:9]2[CH2:14][CH2:13][CH:12]([CH2:15][CH:16]([N:20]3[CH:24]=[C:23]([C:25]4[C:26]5[CH:33]=[CH:32][NH:31][C:27]=5[N:28]=[CH:29][N:30]=4)[CH:22]=[N:21]3)[CH2:17][C:18]#[N:19])[CH2:11][CH2:10]2)(=[O:6])=[O:5])[CH2:3][CH2:2]1, predict the reactants needed to synthesize it. The reactants are: [CH:1]1([S:4](Cl)(=[O:6])=[O:5])[CH2:3][CH2:2]1.Cl.[NH:9]1[CH2:14][CH2:13][CH:12]([CH2:15][CH:16]([N:20]2[CH:24]=[C:23]([C:25]3[C:26]4[CH:33]=[CH:32][N:31](COCC[Si](C)(C)C)[C:27]=4[N:28]=[CH:29][N:30]=3)[CH:22]=[N:21]2)[CH2:17][C:18]#[N:19])[CH2:11][CH2:10]1.C(N(CC)CC)C.O.